From a dataset of Peptide-MHC class II binding affinity with 134,281 pairs from IEDB. Regression. Given a peptide amino acid sequence and an MHC pseudo amino acid sequence, predict their binding affinity value. This is MHC class II binding data. (1) The peptide sequence is MLSPMLHHWIKVEYG. The MHC is DRB3_0202 with pseudo-sequence DRB3_0202. The binding affinity (normalized) is 0. (2) The peptide sequence is PTPLLYRLGAVQNEITLTHP. The MHC is DRB1_0101 with pseudo-sequence DRB1_0101. The binding affinity (normalized) is 0.757. (3) The peptide sequence is VKDPSKLNNQFGSVP. The MHC is DRB1_0101 with pseudo-sequence DRB1_0101. The binding affinity (normalized) is 0.145.